Dataset: Full USPTO retrosynthesis dataset with 1.9M reactions from patents (1976-2016). Task: Predict the reactants needed to synthesize the given product. (1) Given the product [CH2:16]([O:15][CH:5]([CH2:6][C:7]1[CH:12]=[CH:11][C:10]([OH:13])=[C:9]([CH3:14])[CH:8]=1)[C:4]([OH:18])=[O:3])[CH3:17], predict the reactants needed to synthesize it. The reactants are: C([O:3][C:4](=[O:18])[CH:5]([O:15][CH2:16][CH3:17])[CH2:6][C:7]1[CH:12]=[CH:11][C:10]([OH:13])=[C:9]([CH3:14])[CH:8]=1)C.C(C1C=C(CC(OCC)C(O)=O)C=CC=1O)C1C=CC=CC=1. (2) The reactants are: Br[C:2]1C=CC(C(OC)=O)=C(C)C=1.[F:13][C:14]1[CH:22]=[CH:21][C:17]([C:18]([OH:20])=[O:19])=[CH:16][C:15]=1[I:23]. Given the product [F:13][C:14]1[CH:22]=[CH:21][C:17]([C:18]([O:20][CH3:2])=[O:19])=[CH:16][C:15]=1[I:23], predict the reactants needed to synthesize it.